Dataset: Catalyst prediction with 721,799 reactions and 888 catalyst types from USPTO. Task: Predict which catalyst facilitates the given reaction. (1) Reactant: [Cl:1][C:2]1[CH:7]=[CH:6][CH:5]=[C:4]([Cl:8])[C:3]=1[OH:9].CC(OC(/N=N/C(OC(C)C)=O)=O)C.C1(P(C2C=CC=CC=2)C2C=CC=CC=2)C=CC=CC=1.[CH2:43]([N:50]1[CH2:55][CH2:54][O:53][CH:52]([C:56]2[CH:61]=[CH:60][C:59]([CH2:62]O)=[CH:58][CH:57]=2)[CH2:51]1)[C:44]1[CH:49]=[CH:48][CH:47]=[CH:46][CH:45]=1. Product: [CH2:43]([N:50]1[CH2:55][CH2:54][O:53][CH:52]([C:56]2[CH:57]=[CH:58][C:59]([CH2:62][O:9][C:3]3[C:2]([Cl:1])=[CH:7][CH:6]=[CH:5][C:4]=3[Cl:8])=[CH:60][CH:61]=2)[CH2:51]1)[C:44]1[CH:45]=[CH:46][CH:47]=[CH:48][CH:49]=1. The catalyst class is: 1. (2) Reactant: [O:1]=[C:2]1[CH2:11][C:10]2[C:5]3=[C:6]([N:12]([CH2:14][C:15]([O:17]CC)=[O:16])[CH:13]=[C:4]3[NH:3]1)[CH:7]=[CH:8][CH:9]=2.[OH-].[Li+:21].Cl. Product: [O:1]=[C:2]1[CH2:11][C:10]2[C:5]3=[C:6]([N:12]([CH2:14][C:15]([O-:17])=[O:16])[CH:13]=[C:4]3[NH:3]1)[CH:7]=[CH:8][CH:9]=2.[Li+:21]. The catalyst class is: 636. (3) Reactant: [CH2:1]([O:15][CH:16]([CH2:28][O:29][CH2:30][CH2:31][CH2:32][CH2:33][CH2:34][CH2:35][CH2:36][CH2:37][CH2:38][CH2:39][CH2:40][CH2:41][CH2:42][CH3:43])[CH2:17][O:18][CH2:19][CH2:20][O:21]C1CCCCO1)[CH2:2][CH2:3][CH2:4][CH2:5][CH2:6][CH2:7][CH2:8][CH2:9][CH2:10][CH2:11][CH2:12][CH2:13][CH3:14].Cl.C(=O)(O)[O-].[Na+]. Product: [CH2:1]([O:15][CH:16]([CH2:28][O:29][CH2:30][CH2:31][CH2:32][CH2:33][CH2:34][CH2:35][CH2:36][CH2:37][CH2:38][CH2:39][CH2:40][CH2:41][CH2:42][CH3:43])[CH2:17][O:18][CH2:19][CH2:20][OH:21])[CH2:2][CH2:3][CH2:4][CH2:5][CH2:6][CH2:7][CH2:8][CH2:9][CH2:10][CH2:11][CH2:12][CH2:13][CH3:14]. The catalyst class is: 275. (4) The catalyst class is: 4. Product: [CH2:20]([O:19][CH:17]=[CH:18][C:3](=[O:4])[C:2]([Cl:1])([F:10])[C:6]([F:9])([F:8])[F:7])[CH2:21][CH2:22][CH3:23]. Reactant: [Cl:1][C:2]([F:10])([C:6]([F:9])([F:8])[F:7])[C:3](Cl)=[O:4].N1C=CC=CC=1.[CH:17]([O:19][CH2:20][CH2:21][CH2:22][CH3:23])=[CH2:18].